Dataset: HIV replication inhibition screening data with 41,000+ compounds from the AIDS Antiviral Screen. Task: Binary Classification. Given a drug SMILES string, predict its activity (active/inactive) in a high-throughput screening assay against a specified biological target. (1) The molecule is NS(=O)(=O)c1ccc(Nc2c3ccccc3nc3c(C(=O)NC(CO)(CO)CO)cccc23)cc1. The result is 0 (inactive). (2) The compound is O=C(c1ccc(S(=O)(=O)c2ccccc2)cc1)c1ccc(S(=O)(=O)c2ccccc2)cc1. The result is 0 (inactive). (3) The compound is CCCCNC(=S)Nc1nc(C(=O)NNC(=S)NC2CCCCC2)cs1. The result is 0 (inactive). (4) The molecule is NNP(=S)(NN)c1ccccc1. The result is 1 (active). (5) The compound is CC(C)CCCC(C)C1CCC2C3CCC4CC(CCC=C(c5cc(Cl)c(OCc6cccc([N+](=O)[O-])c6)c(C(=O)O)c5)c5cc(Cl)c(OCc6cccc([N+](=O)[O-])c6)c(C(=O)O)c5)CCC4(C)C3CCC12C. The result is 0 (inactive).